Binary Classification. Given a miRNA mature sequence and a target amino acid sequence, predict their likelihood of interaction. From a dataset of Experimentally validated miRNA-target interactions with 360,000+ pairs, plus equal number of negative samples. The miRNA is hsa-miR-513b-5p with sequence UUCACAAGGAGGUGUCAUUUAU. The protein sequence of the target gene is MRELEAKATKDVERNLSRDLVQEEEQLMEEKKKKKDDKKKKEAAQKKATEQKIKVPEQIKPSVSQPQPANSDNGTSTATSTNNNAKRATASNQQPPPPQQQQPQQEQQQQQPQALPRYPREVPPRFRHQEHKQLLKRGQHFPVIAANLGSAVKVLNSQSESSAVTNQQPQNNGEVQNSKSQSDINHNTSGSHYENCQRGPVSSTSDCSTSCKNAVNDLLEKEAWPSAPGSDPELAPECIDADSASNSESERNITVMASGNTGGEKDGLRNSTGLGSQSKFVVGSSSNNVGHGSSTGPWGF.... Result: 0 (no interaction).